This data is from Full USPTO retrosynthesis dataset with 1.9M reactions from patents (1976-2016). The task is: Predict the reactants needed to synthesize the given product. Given the product [N+:15]([C:3]1[CH:4]=[C:5]([CH:13]=[CH:14][C:2]=1[N:28]1[CH2:29][CH2:30][N:25]([CH3:24])[CH2:26][CH2:27]1)[C:6]([O:8][C:9]([CH3:12])([CH3:11])[CH3:10])=[O:7])([O-:17])=[O:16], predict the reactants needed to synthesize it. The reactants are: Cl[C:2]1[CH:14]=[CH:13][C:5]([C:6]([O:8][C:9]([CH3:12])([CH3:11])[CH3:10])=[O:7])=[CH:4][C:3]=1[N+:15]([O-:17])=[O:16].C([O-])([O-])=O.[K+].[K+].[CH3:24][N:25]1[CH2:30][CH2:29][NH:28][CH2:27][CH2:26]1.